This data is from Full USPTO retrosynthesis dataset with 1.9M reactions from patents (1976-2016). The task is: Predict the reactants needed to synthesize the given product. Given the product [F:9][C:10]1[C:15]([O:16][C:17]2[CH:18]=[CH:19][CH:20]=[CH:21][CH:22]=2)=[C:14]([NH2:23])[CH:13]=[CH:12][C:11]=1[CH3:26], predict the reactants needed to synthesize it. The reactants are: S(S([O-])=O)([O-])=O.[Na+].[Na+].[F:9][C:10]1[C:15]([O:16][C:17]2[CH:22]=[CH:21][CH:20]=[CH:19][CH:18]=2)=[C:14]([N+:23]([O-])=O)[CH:13]=[CH:12][C:11]=1[CH3:26].